This data is from Catalyst prediction with 721,799 reactions and 888 catalyst types from USPTO. The task is: Predict which catalyst facilitates the given reaction. (1) Reactant: [Br:1][CH:2]([CH2:6][CH2:7][Br:8])[C:3]([OH:5])=[O:4].[CH3:9][C:10](O)([CH3:12])[CH3:11].OS(O)(=O)=O.C([O-])([O-])=O.[Na+].[Na+]. Product: [Br:1][CH:2]([CH2:6][CH2:7][Br:8])[C:3]([O:5][C:10]([CH3:12])([CH3:11])[CH3:9])=[O:4]. The catalyst class is: 2. (2) Reactant: [OH:1][C:2]1[CH:3]=[C:4]([CH:7]=[C:8]([N+:11]([O-:13])=[O:12])[C:9]=1[OH:10])[CH:5]=O.[CH2:14]([N:16]([CH2:22][CH3:23])[C:17](=[O:21])[CH2:18][C:19]#[N:20])[CH3:15].N1CCCCC1.C(COC)OC. Product: [C:19](/[C:18](=[CH:5]\[C:4]1[CH:7]=[C:8]([N+:11]([O-:13])=[O:12])[C:9]([OH:10])=[C:2]([OH:1])[CH:3]=1)/[C:17]([N:16]([CH2:22][CH3:23])[CH2:14][CH3:15])=[O:21])#[N:20]. The catalyst class is: 194. (3) Reactant: [CH3:1][C@@H:2]1[NH:7][CH2:6][CH2:5][N:4]([C:8]2[CH:13]=[CH:12][CH:11]=[CH:10][N:9]=2)[CH2:3]1.Cl[C:15]1[C:16](=[O:29])[NH:17][C:18]2[C:23]([N:24]=1)=[CH:22][C:21]([C:25]([O:27][CH3:28])=[O:26])=[CH:20][CH:19]=2. Product: [CH3:1][C@H:2]1[CH2:3][N:4]([C:8]2[CH:13]=[CH:12][CH:11]=[CH:10][N:9]=2)[CH2:5][CH2:6][N:7]1[C:15]1[C:16](=[O:29])[NH:17][C:18]2[C:23]([N:24]=1)=[CH:22][C:21]([C:25]([O:27][CH3:28])=[O:26])=[CH:20][CH:19]=2. The catalyst class is: 37. (4) Reactant: [C:1]1([CH2:7][CH2:8][C:9]([C@@H:11]2[CH2:16][CH2:15][C@H:14]([CH2:17][NH:18][C:19](=[O:25])[O:20][C:21]([CH3:24])([CH3:23])[CH3:22])[CH2:13][CH2:12]2)=[O:10])[CH:6]=[CH:5][CH:4]=[CH:3][CH:2]=1.[BH4-].[Na+]. Product: [OH:10][CH:9]([C@@H:11]1[CH2:16][CH2:15][C@H:14]([CH2:17][NH:18][C:19](=[O:25])[O:20][C:21]([CH3:23])([CH3:22])[CH3:24])[CH2:13][CH2:12]1)[CH2:8][CH2:7][C:1]1[CH:6]=[CH:5][CH:4]=[CH:3][CH:2]=1. The catalyst class is: 8. (5) Reactant: [C:1]([O:4][C@@H:5]1[C@@H:13]([C@@:14]2([CH3:41])[CH2:19][CH2:18][C@H:17]([O:20][Si:21]([C:34]([CH3:37])([CH3:36])[CH3:35])([C:28]3[CH:33]=[CH:32][CH:31]=[CH:30][CH:29]=3)[C:22]3[CH:27]=[CH:26][CH:25]=[CH:24][CH:23]=3)[CH2:16][C@@H:15]2[CH2:38][CH2:39][OH:40])[CH2:12][CH2:11][C@@:10]2([CH3:42])[C@H:6]1[CH2:7][CH2:8][C:9]2=[CH2:43])(=[O:3])[CH3:2].Cl[C:45]1[CH:50]=[N:49][CH:48]=[CH:47][N:46]=1.[H-].[Na+]. Product: [C:1]([O:4][C@@H:5]1[C@@H:13]([C@@:14]2([CH3:41])[CH2:19][CH2:18][C@H:17]([O:20][Si:21]([C:34]([CH3:35])([CH3:36])[CH3:37])([C:28]3[CH:29]=[CH:30][CH:31]=[CH:32][CH:33]=3)[C:22]3[CH:23]=[CH:24][CH:25]=[CH:26][CH:27]=3)[CH2:16][C@@H:15]2[CH2:38][CH2:39][O:40][C:45]2[CH:50]=[N:49][CH:48]=[CH:47][N:46]=2)[CH2:12][CH2:11][C@@:10]2([CH3:42])[C@H:6]1[CH2:7][CH2:8][C:9]2=[CH2:43])(=[O:3])[CH3:2]. The catalyst class is: 3. (6) Reactant: [CH3:1][C:2]1[CH:3]=[C:4](N)[CH:5]=[N:6][C:7]=1[C:8]1[CH:13]=[CH:12][C:11]([C:14]([F:17])([F:16])[F:15])=[CH:10][CH:9]=1.[N+]([O-])([O-])=[O:20].[Na+].F[P-](F)(F)(F)(F)F.[H+]. Product: [CH3:1][C:2]1[CH:3]=[C:4]([OH:20])[CH:5]=[N:6][C:7]=1[C:8]1[CH:13]=[CH:12][C:11]([C:14]([F:17])([F:16])[F:15])=[CH:10][CH:9]=1. The catalyst class is: 126.